This data is from Full USPTO retrosynthesis dataset with 1.9M reactions from patents (1976-2016). The task is: Predict the reactants needed to synthesize the given product. Given the product [NH2:1][C:2]1[C:7]2=[N:8][CH:9]=[C:10]([C@@H:11]3[O:15][C@:14]([C:16]#[CH:17])([CH2:18][OH:19])[C@@H:13]([OH:20])[CH2:12]3)[N:6]2[N:5]=[CH:4][N:3]=1, predict the reactants needed to synthesize it. The reactants are: [NH2:1][C:2]1[C:7]2=[N:8][CH:9]=[C:10]([C@@H:11]3[O:15][C@@:14]([CH2:18][OH:19])([C:16]#[CH:17])[C@@H:13]([O:20][Si](C(C)(C)C)(C)C)[CH2:12]3)[N:6]2[N:5]=[CH:4][N:3]=1.CCCC[N+](CCCC)(CCCC)CCCC.[F-].C1COCC1.